Dataset: Reaction yield outcomes from USPTO patents with 853,638 reactions. Task: Predict the reaction yield, written as a fraction of the theoretical maximum amount of product (1.0 means a 100% yield; for example, 0.34 means a 34% yield). (1) The reactants are [O:1]1[CH2:6][CH2:5][CH2:4][CH2:3][CH:2]1[N:7]1[C:15]2[C:10](=[CH:11][C:12]([C:16]([C:18]([F:21])([F:20])[F:19])=[CH2:17])=[CH:13][CH:14]=2)[C:9]([C:22]2[N:27]=[C:26]([O:28][C@H:29]3[CH2:36][N:35]([C:37]([O:39][C:40]([CH3:43])([CH3:42])[CH3:41])=[O:38])[CH2:34][CH2:33][C:30]43[CH2:32][CH2:31]4)[CH:25]=[N:24][CH:23]=2)=[N:8]1. The catalyst is [Pd].C1COCC1. The product is [O:1]1[CH2:6][CH2:5][CH2:4][CH2:3][CH:2]1[N:7]1[C:15]2[C:10](=[CH:11][C:12]([CH:16]([CH3:17])[C:18]([F:21])([F:19])[F:20])=[CH:13][CH:14]=2)[C:9]([C:22]2[N:27]=[C:26]([O:28][C@H:29]3[CH2:36][N:35]([C:37]([O:39][C:40]([CH3:41])([CH3:43])[CH3:42])=[O:38])[CH2:34][CH2:33][C:30]43[CH2:32][CH2:31]4)[CH:25]=[N:24][CH:23]=2)=[N:8]1. The yield is 1.00. (2) The reactants are O.[C:2]1(C)[CH:7]=[CH:6]C(S(O)(=O)=O)=[CH:4][CH:3]=1.CC[C:15](=[O:18])CC.C(OC)(OC)OC.[CH3:26][O:27][C:28]1[C:45]([O:46][CH3:47])=[CH:44][C:31]([C:32]([C:34]2[NH:38][N:37]=[N:36][C:35]=2[C:39]([O:41][CH2:42][CH3:43])=[O:40])=[O:33])=[C:30]([N+:48]([O-:50])=[O:49])[CH:29]=1. The catalyst is C(Cl)Cl.C(N(CC)CC)C. The product is [CH3:26][O:27][C:28]1[C:45]([O:46][CH3:47])=[CH:44][C:31]([C:32]([C:34]2[C:35]([C:39]([O:41][CH2:42][CH3:43])=[O:40])=[N:36][N:37]([C:2]([O:18][CH3:15])([CH2:7][CH3:6])[CH2:3][CH3:4])[N:38]=2)=[O:33])=[C:30]([N+:48]([O-:50])=[O:49])[CH:29]=1. The yield is 0.780.